This data is from Full USPTO retrosynthesis dataset with 1.9M reactions from patents (1976-2016). The task is: Predict the reactants needed to synthesize the given product. Given the product [CH2:1]([C:4]1[S:5][C:6]([S:10]([Cl:9])(=[O:12])=[O:11])=[CH:7][CH:8]=1)[CH2:2][CH3:3], predict the reactants needed to synthesize it. The reactants are: [CH2:1]([C:4]1[S:5][CH:6]=[CH:7][CH:8]=1)[CH2:2][CH3:3].[Cl:9][S:10](O)(=[O:12])=[O:11].P(Cl)(Cl)(Cl)(Cl)Cl.